This data is from Full USPTO retrosynthesis dataset with 1.9M reactions from patents (1976-2016). The task is: Predict the reactants needed to synthesize the given product. (1) The reactants are: [CH3:1][O:2][C:3]1[CH:4]=[C:5]([S:11]([N:14]2[CH2:19][C@H:18]([CH3:20])[NH:17][C@H:16]([CH3:21])[CH2:15]2)(=[O:13])=[O:12])[CH:6]=[CH:7][C:8]=1[O:9][CH3:10].[CH3:22][O:23][C:24]1[CH:29]=[CH:28][C:27]([S:30](Cl)(=[O:32])=[O:31])=[CH:26][C:25]=1[O:34][C:35]([F:38])([F:37])[F:36]. Given the product [CH3:1][O:2][C:3]1[CH:4]=[C:5]([S:11]([N:14]2[CH2:15][C@@H:16]([CH3:21])[N:17]([S:30]([C:27]3[CH:28]=[CH:29][C:24]([O:23][CH3:22])=[C:25]([O:34][C:35]([F:36])([F:37])[F:38])[CH:26]=3)(=[O:32])=[O:31])[C@@H:18]([CH3:20])[CH2:19]2)(=[O:13])=[O:12])[CH:6]=[CH:7][C:8]=1[O:9][CH3:10], predict the reactants needed to synthesize it. (2) Given the product [OH:3][CH:4]([C:10]1[C:14]2[CH:15]=[CH:16][CH:17]=[CH:18][C:13]=2[S:12][C:11]=1[C:19]1[CH:24]=[CH:23][CH:22]=[CH:21][CH:20]=1)[C:5]([O:7][CH2:8][CH3:9])=[O:6], predict the reactants needed to synthesize it. The reactants are: [BH4-].[Na+].[O:3]=[C:4]([C:10]1[C:14]2[CH:15]=[CH:16][CH:17]=[CH:18][C:13]=2[S:12][C:11]=1[C:19]1[CH:24]=[CH:23][CH:22]=[CH:21][CH:20]=1)[C:5]([O:7][CH2:8][CH3:9])=[O:6]. (3) Given the product [F:22][C:19]1[CH:18]=[CH:17][C:16]([O:15][CH2:14][C@@H:13]([O:23][CH2:24][O:25][CH2:26][CH2:27][O:28][CH3:29])[CH2:12][CH2:11][CH2:10][CH2:9][OH:8])=[CH:21][CH:20]=1, predict the reactants needed to synthesize it. The reactants are: C([O:8][CH2:9][C:10]#[C:11][CH2:12][C@H:13]([O:23][CH2:24][O:25][CH2:26][CH2:27][O:28][CH3:29])[CH2:14][O:15][C:16]1[CH:21]=[CH:20][C:19]([F:22])=[CH:18][CH:17]=1)C1C=CC=CC=1. (4) Given the product [C:7]([C:4]([C:5]1[CH:26]=[CH:27][C:22]([N:21]([CH2:17][CH2:18][CH2:19][CH3:20])[CH2:30][CH2:31][CH2:32][CH3:33])=[CH:23][C:24]=1[O:28][CH3:29])=[C:3]1[CH:2]=[CH:1][C:11](=[C:12]([C:15]#[N:16])[C:13]#[N:14])[CH:10]=[CH:9]1)#[N:8], predict the reactants needed to synthesize it. The reactants are: [CH:1]1[C:11](=[C:12]([C:15]#[N:16])[C:13]#[N:14])[CH:10]=[CH:9][C:3](=[C:4]([C:7]#[N:8])[C:5]#N)[CH:2]=1.[CH2:17]([N:21]([CH2:30][CH2:31][CH2:32][CH3:33])[C:22]1[CH:27]=[CH:26]C=[C:24]([O:28][CH3:29])[CH:23]=1)[CH2:18][CH2:19][CH3:20]. (5) Given the product [ClH:16].[Cl:16][CH2:4][CH2:3][N:2]([CH3:1])[CH2:6][C:7]1[CH:12]=[CH:11][C:10]([CH3:13])=[CH:9][CH:8]=1, predict the reactants needed to synthesize it. The reactants are: [CH3:1][N:2]([CH2:6][C:7]1[CH:12]=[CH:11][C:10]([CH3:13])=[CH:9][CH:8]=1)[CH2:3][CH2:4]O.S(Cl)([Cl:16])=O. (6) Given the product [Cl:1][C:2]1[CH:3]=[C:4]2[C:8](=[CH:9][CH:10]=1)[NH:7][C:6]([C:20]([NH2:49])=[O:22])=[C:5]2[S:25]([N:28]1[CH2:33][CH2:32][O:31][C@H:30]([CH2:34][O:35][C:36]2[CH:41]=[CH:40][C:39]([C:42]3[CH:47]=[CH:46][N:45]=[C:44]([CH3:48])[CH:43]=3)=[CH:38][CH:37]=2)[CH2:29]1)(=[O:26])=[O:27], predict the reactants needed to synthesize it. The reactants are: [Cl:1][C:2]1[CH:3]=[C:4]2[C:8](=[CH:9][CH:10]=1)[N:7](S(C1C=CC=CC=1)(=O)=O)[C:6]([C:20]([O:22]CC)=O)=[C:5]2[S:25]([N:28]1[CH2:33][CH2:32][O:31][C@H:30]([CH2:34][O:35][C:36]2[CH:41]=[CH:40][C:39]([C:42]3[CH:47]=[CH:46][N:45]=[C:44]([CH3:48])[CH:43]=3)=[CH:38][CH:37]=2)[CH2:29]1)(=[O:27])=[O:26].[NH3:49]. (7) The reactants are: C(=O)([O-])[O-].[K+].[K+].[CH3:7][NH:8][CH:9]1[CH2:13][CH2:12][N:11]([C:14]([O:16][C:17]([CH3:20])([CH3:19])[CH3:18])=[O:15])[CH2:10]1.Br[CH2:22][C:23]1[CH:28]=[CH:27][C:26]([F:29])=[CH:25][C:24]=1[C:30]([F:33])([F:32])[F:31]. Given the product [F:29][C:26]1[CH:27]=[CH:28][C:23]([CH2:22][N:8]([CH3:7])[CH:9]2[CH2:13][CH2:12][N:11]([C:14]([O:16][C:17]([CH3:19])([CH3:18])[CH3:20])=[O:15])[CH2:10]2)=[C:24]([C:30]([F:33])([F:32])[F:31])[CH:25]=1, predict the reactants needed to synthesize it. (8) The reactants are: [F:1][C:2]1[CH:9]=[CH:8][C:5]([CH:6]=O)=[C:4]([CH3:10])[CH:3]=1.C1O[C:14]([CH2:16][CH2:17][NH2:18])([CH3:15])[O:13]C1.C1(C)C=CC(S(O)(=O)=O)=CC=1.C(=O)([O-])[O-].[K+].[K+]. Given the product [F:1][C:2]1[CH:9]=[CH:8][C:5]([CH:6]2[CH2:15][C:14](=[O:13])[CH2:16][CH2:17][NH:18]2)=[C:4]([CH3:10])[CH:3]=1, predict the reactants needed to synthesize it. (9) Given the product [I:41][CH2:20][CH2:21][CH2:22][C:23]1([C:34]2[CH:39]=[CH:38][C:37]([F:40])=[CH:36][CH:35]=2)[C:31]2[C:26](=[CH:27][C:28]([C:32]#[N:33])=[CH:29][CH:30]=2)[CH2:25][O:24]1, predict the reactants needed to synthesize it. The reactants are: FC1C=CC(C2C3C(=CC(C#N)=CC=3)CO2)=CC=1.Cl[CH2:20][CH2:21][CH2:22][C:23]1([C:34]2[CH:39]=[CH:38][C:37]([F:40])=[CH:36][CH:35]=2)[C:31]2[C:26](=[CH:27][C:28]([C:32]#[N:33])=[CH:29][CH:30]=2)[CH2:25][O:24]1.[I-:41].[Na+]. (10) The reactants are: I[C:2]1[C:10]2[O:9][CH:8]=[CH:7][C:6]=2[CH:5]=[C:4]([N+:11]([O-:13])=[O:12])[CH:3]=1.[NH2:14][C:15]1[CH:20]=[CH:19][N:18]=[CH:17][CH:16]=1.CC1(C)C2C(=C(P(C3C=CC=CC=3)C3C=CC=CC=3)C=CC=2)OC2C(P(C3C=CC=CC=3)C3C=CC=CC=3)=CC=CC1=2.CC([O-])(C)C.[Na+]. Given the product [N+:11]([C:4]1[CH:3]=[C:2]([NH:14][C:15]2[CH:20]=[CH:19][N:18]=[CH:17][CH:16]=2)[C:10]2[O:9][CH:8]=[CH:7][C:6]=2[CH:5]=1)([O-:13])=[O:12], predict the reactants needed to synthesize it.